From a dataset of Forward reaction prediction with 1.9M reactions from USPTO patents (1976-2016). Predict the product of the given reaction. (1) Given the reactants [Cl:1][C:2]1[CH:10]=[CH:9][CH:8]=[C:7]2[C:3]=1[C:4]([C:11](=[O:16])[C:12]([F:15])([F:14])[F:13])=[CH:5][NH:6]2.Cl[C:18]1[N:23]=[CH:22][CH:21]=[CH:20][N:19]=1.C(=O)([O-])[O-].[Cs+].[Cs+].O1CCOCC1, predict the reaction product. The product is: [Cl:1][C:2]1[CH:10]=[CH:9][CH:8]=[C:7]2[C:3]=1[C:4]([C:11](=[O:16])[C:12]([F:14])([F:15])[F:13])=[CH:5][N:6]2[C:18]1[N:23]=[CH:22][CH:21]=[CH:20][N:19]=1. (2) Given the reactants Br[C:2]1[CH:7]=[C:6]([C:8](OC)=[O:9])[C:5]([O:12][CH:13]([CH3:15])[CH3:14])=[CH:4][C:3]=1[C:16]1[CH:21]=[CH:20][C:19]([F:22])=[CH:18][CH:17]=1.[CH:23]1(B(O)O)[CH2:25][CH2:24]1.C1(P(C2CCCCC2)C2C=CC=CC=2C2C(OC)=CC=CC=2OC)CCCCC1.C(=O)([O-])[O-].[Na+].[Na+], predict the reaction product. The product is: [CH:23]1([C:2]2[CH:7]=[C:6]([CH2:8][OH:9])[C:5]([O:12][CH:13]([CH3:14])[CH3:15])=[CH:4][C:3]=2[C:16]2[CH:17]=[CH:18][C:19]([F:22])=[CH:20][CH:21]=2)[CH2:25][CH2:24]1. (3) Given the reactants [OH:1][CH:2]1[CH2:5][N:4]([C:6]2[CH:7]=[C:8]([C:12]3[N:13]=[C:14]4[C:20]([C:21](=[O:26])[C:22]([CH3:25])([CH3:24])[CH3:23])=[CH:19][N:18](COCC[Si](C)(C)C)[C:15]4=[N:16][CH:17]=3)[CH:9]=[CH:10][CH:11]=2)[CH2:3]1.[ClH:35], predict the reaction product. The product is: [Cl:35][CH2:3][CH:2]([OH:1])[CH2:5][NH:4][C:6]1[CH:7]=[C:8]([C:12]2[N:13]=[C:14]3[C:20]([C:21](=[O:26])[C:22]([CH3:25])([CH3:24])[CH3:23])=[CH:19][NH:18][C:15]3=[N:16][CH:17]=2)[CH:9]=[CH:10][CH:11]=1. (4) Given the reactants [C:1]([C:5]1[C:6]([OH:15])=[C:7]([C:11]([CH3:14])=[CH:12][CH:13]=1)[C:8]([OH:10])=[O:9])([CH3:4])([CH3:3])[CH3:2].[I:16]Cl, predict the reaction product. The product is: [C:1]([C:5]1[C:6]([OH:15])=[C:7]([C:11]([CH3:14])=[C:12]([I:16])[CH:13]=1)[C:8]([OH:10])=[O:9])([CH3:4])([CH3:3])[CH3:2]. (5) Given the reactants [CH:1]1[CH:2]=[CH:3][C:4]2N(O)N=N[C:5]=2[CH:6]=1.C1CC[CH:14]([N:17]=C=NC2CCCCC2)[CH2:13]C1.[C:26]([O:29][CH2:30]C)(=[O:28])[CH3:27].[CH2:32]1C[O:35][CH2:34][CH2:33]1, predict the reaction product. The product is: [O:35]=[C:34]([NH:17][CH:14]([CH3:13])[CH2:27][C:26]([O:29][CH3:30])=[O:28])[CH2:33][CH2:32][C:5]1[CH:4]=[CH:3][CH:2]=[CH:1][CH:6]=1. (6) Given the reactants [BH-](OC(C)=O)(OC(C)=O)OC(C)=O.[Na+].C1COCC1.[NH2:20][C:21]1[C:22]2[CH:35]=[C:34]([CH:36]=O)[S:33][C:23]=2[N:24]=[C:25]([C:27]2[S:28][CH:29]=[C:30]([CH3:32])[N:31]=2)[N:26]=1.[CH3:38][C@H:39]1[CH2:44][CH2:43][CH2:42][C@@H:41]([CH3:45])[NH:40]1, predict the reaction product. The product is: [CH3:38][CH:39]1[CH2:44][CH2:43][CH2:42][CH:41]([CH3:45])[N:40]1[CH2:36][C:34]1[S:33][C:23]2[N:24]=[C:25]([C:27]3[S:28][CH:29]=[C:30]([CH3:32])[N:31]=3)[N:26]=[C:21]([NH2:20])[C:22]=2[CH:35]=1. (7) Given the reactants [CH2:1]([NH:10][S:11]([CH3:14])(=[O:13])=[O:12])[C:2]([C:4]1[CH:9]=[CH:8][CH:7]=[CH:6][CH:5]=1)=[O:3].IC.[C:17](=O)([O-])[O-].[K+].[K+], predict the reaction product. The product is: [CH3:17][N:10]([CH2:1][C:2]([C:4]1[CH:9]=[CH:8][CH:7]=[CH:6][CH:5]=1)=[O:3])[S:11]([CH3:14])(=[O:13])=[O:12]. (8) Given the reactants [CH3:1][C:2]1[CH:29]=[CH:28][C:5]([C:6]([N:8]2[CH2:17][CH2:16][C:15]3[C:10](=[CH:11][C:12]([C:18]([NH:20][O:21]C4CCCCO4)=[O:19])=[CH:13][CH:14]=3)[CH2:9]2)=[O:7])=[CH:4][CH:3]=1, predict the reaction product. The product is: [OH:21][NH:20][C:18]([C:12]1[CH:11]=[C:10]2[C:15]([CH2:16][CH2:17][N:8]([C:6](=[O:7])[C:5]3[CH:28]=[CH:29][C:2]([CH3:1])=[CH:3][CH:4]=3)[CH2:9]2)=[CH:14][CH:13]=1)=[O:19].